This data is from Forward reaction prediction with 1.9M reactions from USPTO patents (1976-2016). The task is: Predict the product of the given reaction. (1) Given the reactants [CH:1]1([C@H:7]2[N:12]3[CH:13]=[CH:14][C:15]4[CH:16]=[CH:17][CH:18]=[C:10]([C:11]=43)[O:9][CH2:8]2)[CH2:6][CH2:5][CH2:4][CH2:3][CH2:2]1.[F:19][C:20]([F:31])([F:30])[C:21](O[C:21](=[O:22])[C:20]([F:31])([F:30])[F:19])=[O:22], predict the reaction product. The product is: [CH:1]1([C@H:7]2[N:12]3[CH:13]=[C:14]([C:21]([C:20]([F:31])([F:30])[F:19])=[O:22])[C:15]4[CH:16]=[CH:17][CH:18]=[C:10]([C:11]=43)[O:9][CH2:8]2)[CH2:2][CH2:3][CH2:4][CH2:5][CH2:6]1. (2) The product is: [CH2:34]([N:22]1[CH:23]=[C:24]([C:26]2[CH:31]=[CH:30][C:29]([Cl:32])=[CH:28][C:27]=2[Cl:33])[N:25]=[C:21]1[C@@H:20]([NH:38][C:49](=[O:50])[CH:48]=[CH:47][C:44]1[CH:45]=[CH:46][C:41]([OH:40])=[CH:42][CH:43]=1)[CH2:19][C:16]1[CH:17]=[CH:18][C:13]([O:12][CH2:11][C:8]2[CH:7]=[CH:6][C:5]([C:4]([OH:3])=[O:39])=[CH:10][CH:9]=2)=[CH:14][CH:15]=1)[CH2:35][CH2:36][CH3:37]. Given the reactants Cl.C[O:3][C:4](=[O:39])[C:5]1[CH:10]=[CH:9][C:8]([CH2:11][O:12][C:13]2[CH:18]=[CH:17][C:16]([CH2:19][C@H:20]([NH2:38])[C:21]3[N:22]([CH2:34][CH2:35][CH2:36][CH3:37])[CH:23]=[C:24]([C:26]4[CH:31]=[CH:30][C:29]([Cl:32])=[CH:28][C:27]=4[Cl:33])[N:25]=3)=[CH:15][CH:14]=2)=[CH:7][CH:6]=1.[OH:40][C:41]1[CH:46]=[CH:45][C:44]([CH:47]=[CH:48][C:49](O)=[O:50])=[CH:43][CH:42]=1, predict the reaction product. (3) Given the reactants [CH:1]([N:4]1[CH:8]=[CH:7][C:6]([CH:9]([N:14]2[CH2:20][CH2:19][CH2:18][N:17]([C:21]3[C:22]([O:31][CH3:32])=[CH:23][CH:24]=[C:25]4[C:30]=3[N:29]=[CH:28][CH:27]=[CH:26]4)[CH2:16][CH2:15]2)[CH2:10][C:11]([OH:13])=O)=[N:5]1)([CH3:3])[CH3:2].[N:33]1([CH2:38][CH2:39][NH2:40])[CH2:37][CH2:36][CH2:35][CH2:34]1.C(N(CC)C(C)C)(C)C.CN(C(ON1N=NC2C=CC=NC1=2)=[N+](C)C)C.F[P-](F)(F)(F)(F)F, predict the reaction product. The product is: [CH:1]([N:4]1[CH:8]=[CH:7][C:6]([CH:9]([N:14]2[CH2:20][CH2:19][CH2:18][N:17]([C:21]3[C:22]([O:31][CH3:32])=[CH:23][CH:24]=[C:25]4[C:30]=3[N:29]=[CH:28][CH:27]=[CH:26]4)[CH2:16][CH2:15]2)[CH2:10][C:11]([NH:40][CH2:39][CH2:38][N:33]2[CH2:37][CH2:36][CH2:35][CH2:34]2)=[O:13])=[N:5]1)([CH3:3])[CH3:2]. (4) The product is: [Br:1][C:2]1[CH:11]=[C:10]2[C:5]([CH:6]=[CH:7][N:8]=[C:9]2[N:8]([CH2:7][CH2:6][CH2:5][CH3:4])[CH3:9])=[CH:4][CH:3]=1. Given the reactants [Br:1][C:2]1[CH:11]=[C:10]2[C:5]([CH:6]=[CH:7][N:8]=[C:9]2Cl)=[CH:4][CH:3]=1, predict the reaction product. (5) Given the reactants [C:1]([NH:8][C@H:9]([C:14]([OH:16])=O)[CH2:10][CH:11]([CH3:13])[CH3:12])([O:3][C:4]([CH3:7])([CH3:6])[CH3:5])=[O:2].Cl.[CH3:18][NH:19][O:20][CH3:21].O.ON1C2C=CC=CC=2N=N1.CN1CCOCC1.Cl.C(N=C=NCCCN(C)C)C, predict the reaction product. The product is: [CH3:18][N:19]([O:20][CH3:21])[C:14](=[O:16])[C@H:9]([CH2:10][CH:11]([CH3:12])[CH3:13])[NH:8][C:1]([O:3][C:4]([CH3:5])([CH3:6])[CH3:7])=[O:2]. (6) Given the reactants [F:1][C:2]([F:10])([F:9])[C:3]1[S:7][CH:6]=[C:5]([OH:8])[CH:4]=1.Cl[C:12]1[N:16]([C:17]2[CH:22]=[CH:21][CH:20]=[CH:19][CH:18]=2)[N:15]=[N:14][N:13]=1.C([O-])([O-])=O.[K+].[K+], predict the reaction product. The product is: [C:17]1([N:16]2[C:12]([O:8][C:5]3[CH:4]=[C:3]([C:2]([F:10])([F:9])[F:1])[S:7][CH:6]=3)=[N:13][N:14]=[N:15]2)[CH:18]=[CH:19][CH:20]=[CH:21][CH:22]=1. (7) Given the reactants Br[C:2]1[S:6][C:5]([CH:7]=[O:8])=[C:4]([CH3:9])[CH:3]=1.[C:10]1(B(O)O)[CH:15]=[CH:14][CH:13]=[CH:12][CH:11]=1.C(=O)([O-])[O-].[Na+].[Na+].COCCOC, predict the reaction product. The product is: [CH3:9][C:4]1[CH:3]=[C:2]([C:10]2[CH:15]=[CH:14][CH:13]=[CH:12][CH:11]=2)[S:6][C:5]=1[CH:7]=[O:8]. (8) Given the reactants [C:1]([N:4]1[C:13]2[C:8](=[CH:9][C:10](Br)=[CH:11][CH:12]=2)[C@H:7]([NH:15][C:16](=[O:21])[O:17][CH:18]([CH3:20])[CH3:19])[CH2:6][C@@H:5]1[CH3:22])(=[O:3])[CH3:2].[CH3:23][C:24]1[CH:29]=[CH:28][CH:27]=[CH:26][C:25]=1B(O)O.C(=O)([O-])[O-].[K+].[K+], predict the reaction product. The product is: [C:1]([N:4]1[C:13]2[C:8](=[CH:9][C:10]([C:25]3[CH:26]=[CH:27][CH:28]=[CH:29][C:24]=3[CH3:23])=[CH:11][CH:12]=2)[C@H:7]([NH:15][C:16](=[O:21])[O:17][CH:18]([CH3:20])[CH3:19])[CH2:6][C@@H:5]1[CH3:22])(=[O:3])[CH3:2]. (9) Given the reactants [F:1][C:2]1[CH:3]=[CH:4][C:5](B2OC(C)(C)C(C)(C)O2)=[C:6]2[C:10]=1[C@H:9]([O:11][C:12]1[CH:25]=[CH:24][C:15]3[C@H:16]([CH2:19][C:20]([O:22][CH3:23])=[O:21])[CH2:17][O:18][C:14]=3[CH:13]=1)[CH2:8][CH2:7]2.Br[C:36]1[C:48]([CH3:49])=[CH:47][C:39]([O:40][CH:41]2[CH2:46][CH2:45][O:44][CH2:43][CH2:42]2)=[CH:38][C:37]=1[CH3:50], predict the reaction product. The product is: [CH3:50][C:37]1[CH:38]=[C:39]([O:40][CH:41]2[CH2:46][CH2:45][O:44][CH2:43][CH2:42]2)[CH:47]=[C:48]([CH3:49])[C:36]=1[C:5]1[CH:4]=[CH:3][C:2]([F:1])=[C:10]2[C:6]=1[CH2:7][CH2:8][C@H:9]2[O:11][C:12]1[CH:25]=[CH:24][C:15]2[C@H:16]([CH2:19][C:20]([O:22][CH3:23])=[O:21])[CH2:17][O:18][C:14]=2[CH:13]=1.